Task: Predict which catalyst facilitates the given reaction.. Dataset: Catalyst prediction with 721,799 reactions and 888 catalyst types from USPTO (1) Reactant: [N:1]1([C:16]([O:18][C:19]([CH3:22])([CH3:21])[CH3:20])=[O:17])[C@H:5]([C:6]([O:8]CC)=[O:7])[CH2:4][CH2:3][C@@H:2]1[C:11]([O:13][CH2:14][CH3:15])=[O:12].[OH-].[K+]. Product: [C:19]([O:18][C:16]([N:1]1[C@H:2]([C:11]([O:13][CH2:14][CH3:15])=[O:12])[CH2:3][CH2:4][C@@H:5]1[C:6]([OH:8])=[O:7])=[O:17])([CH3:20])([CH3:21])[CH3:22]. The catalyst class is: 14. (2) Reactant: [ClH:1].CO.[NH2:4][C:5]([NH2:40])=[N:6][C:7]([C:9]1[CH:21]=[CH:20][C:19]2[C:18]3[C:13](=[CH:14][CH:15]=[CH:16][CH:17]=3)[C:12]([CH2:31][O:32][Si](C(C)(C)C)(C)C)([CH2:22][O:23][Si](C(C)(C)C)(C)C)[C:11]=2[CH:10]=1)=[O:8]. Product: [ClH:1].[NH2:40][C:5]([NH2:4])=[N:6][C:7]([C:9]1[CH:21]=[CH:20][C:19]2[C:18]3[C:13](=[CH:14][CH:15]=[CH:16][CH:17]=3)[C:12]([CH2:22][OH:23])([CH2:31][OH:32])[C:11]=2[CH:10]=1)=[O:8]. The catalyst class is: 5.